This data is from Full USPTO retrosynthesis dataset with 1.9M reactions from patents (1976-2016). The task is: Predict the reactants needed to synthesize the given product. (1) Given the product [NH:11]1[CH:10]=[C:14]([C:15]2[CH:20]=[CH:19][CH:18]=[CH:17][N:16]=2)[N:21]=[CH:12]1, predict the reactants needed to synthesize it. The reactants are: C1(S([CH:10]2[CH:14]([C:15]3[CH:20]=[CH:19][CH:18]=[CH:17][N:16]=3)O[CH:12]=[N:11]2)(=O)=O)C=CC=CC=1.[NH3:21]. (2) The reactants are: [CH:1]([O-:3])=O.[Na+].[H][H].O.[C:8]([C:11]1[CH:16]=[CH:15][CH:14]=[CH:13][CH:12]=1)(=O)C. Given the product [CH:14]1[CH:13]=[CH:12][C:11]([CH2:8][CH2:1][OH:3])=[CH:16][CH:15]=1, predict the reactants needed to synthesize it. (3) Given the product [CH2:17]([C:12]1[N:13]=[C:14]([NH:1][C:2]2[CH:7]=[CH:6][CH:5]=[C:4]([OH:8])[CH:3]=2)[CH:15]=[C:10]([NH:1][C:2]2[CH:7]=[CH:6][CH:5]=[C:4]([OH:8])[CH:3]=2)[N:11]=1)[CH3:18], predict the reactants needed to synthesize it. The reactants are: [NH2:1][C:2]1[CH:3]=[C:4]([OH:8])[CH:5]=[CH:6][CH:7]=1.Cl[C:10]1[CH:15]=[C:14](Cl)[N:13]=[C:12]([CH2:17][CH3:18])[N:11]=1. (4) Given the product [CH3:2][O:3][C:4](=[O:9])[CH:5]([CH2:7][OH:8])[NH:6][C:17]([O:19][C:20]([CH3:23])([CH3:22])[CH3:21])=[O:18], predict the reactants needed to synthesize it. The reactants are: Cl.[CH3:2][O:3][C:4](=[O:9])[CH:5]([CH2:7][OH:8])[NH2:6].C(N(CC)CC)C.[C:17](O[C:17]([O:19][C:20]([CH3:23])([CH3:22])[CH3:21])=[O:18])([O:19][C:20]([CH3:23])([CH3:22])[CH3:21])=[O:18].